Dataset: Reaction yield outcomes from USPTO patents with 853,638 reactions. Task: Predict the reaction yield, written as a fraction of the theoretical maximum amount of product (1.0 means a 100% yield; for example, 0.34 means a 34% yield). (1) The reactants are [CH2:1]([C:3]1[C:4]2[N:5]([N:10]=[C:11]([C:13]3[N:14]=[C:15]4[CH:23]=[CH:22][C:21]([CH:24]5[CH2:29][CH2:28][NH:27][CH2:26][CH2:25]5)=[CH:20][N:16]4[C:17](=[O:19])[CH:18]=3)[CH:12]=2)[CH:6]=[C:7]([CH3:9])[N:8]=1)[CH3:2].[CH3:30][C:31]1([CH3:38])[O:36][CH2:35][C:34](=O)[CH2:33][O:32]1.[BH-](OC(C)=O)(OC(C)=O)OC(C)=O.[Na+]. The catalyst is ClC(Cl)C.CC(O)=O. The product is [CH3:30][C:31]1([CH3:38])[O:36][CH2:35][CH:34]([N:27]2[CH2:28][CH2:29][CH:24]([C:21]3[CH:22]=[CH:23][C:15]4[N:16]([CH:20]=3)[C:17](=[O:19])[CH:18]=[C:13]([C:11]3[CH:12]=[C:4]5[C:3]([CH2:1][CH3:2])=[N:8][C:7]([CH3:9])=[CH:6][N:5]5[N:10]=3)[N:14]=4)[CH2:25][CH2:26]2)[CH2:33][O:32]1. The yield is 0.700. (2) The reactants are [CH3:1][C:2]1[CH2:7][CH2:6][CH2:5][C:4]([CH3:9])([CH3:8])[C:3]=1[CH:10]=O.[O:12]1[C:16]2[CH:17]=[CH:18][C:19]([NH2:21])=[CH:20][C:15]=2[O:14][CH2:13]1.C(O)(=O)C.C([BH3-])#N.[Na+]. The yield is 0.750. The catalyst is CO. The product is [CH3:1][C:2]1[CH2:7][CH2:6][CH2:5][C:4]([CH3:8])([CH3:9])[C:3]=1[CH2:10][NH:21][C:19]1[CH:18]=[CH:17][C:16]2[O:12][CH2:13][O:14][C:15]=2[CH:20]=1. (3) The reactants are [CH3:1][C:2]([O:5][C:6]([N:8]1[CH2:11][CH2:10][C@H:9]1[C:12]([NH:14][C@@H:15]([CH2:21][CH:22]([CH3:24])[CH3:23])/[CH:16]=[CH:17]/[C:18]([OH:20])=O)=[O:13])=[O:7])([CH3:4])[CH3:3].CN(C(ON1N=NC2C=CC=NC1=2)=[N+](C)C)C.F[P-](F)(F)(F)(F)F.CCN(C(C)C)C(C)C.[CH3:58][NH:59][C:60]1[S:61][C:62]([C:65]([F:68])([F:67])[F:66])=[N:63][N:64]=1. The catalyst is C(Cl)Cl.CN(C=O)C. The product is [CH3:23][CH:22]([CH3:24])[CH2:21][C@H:15]([NH:14][C:12]([C@@H:9]1[CH2:10][CH2:11][N:8]1[C:6]([O:5][C:2]([CH3:1])([CH3:3])[CH3:4])=[O:7])=[O:13])/[CH:16]=[CH:17]/[C:18]([N:59]([CH3:58])[C:60]1[S:61][C:62]([C:65]([F:68])([F:67])[F:66])=[N:63][N:64]=1)=[O:20]. The yield is 0.580. (4) The reactants are Br[C:2]1[C:3]([O:16][C:17]2[CH:22]=[CH:21][CH:20]=[CH:19][C:18]=2[F:23])=[C:4]2[C:9](=[CH:10][CH:11]=1)[N:8]([C:12](=[O:14])[CH3:13])[C@@H:7]([CH3:15])[CH2:6][CH2:5]2.O1CCOCC1.C(=O)([O-])[O-].[Cs+].[Cs+].CC1(C)C(C)(C)OB([C:44]2[CH:45]=[N:46][N:47]([CH:49]3[CH2:54][CH2:53][N:52]([C:55]([O:57][C:58]([CH3:61])([CH3:60])[CH3:59])=[O:56])[CH2:51][CH2:50]3)[CH:48]=2)O1. The catalyst is C1C=CC(P(C2C=CC=CC=2)[C-]2C=CC=C2)=CC=1.C1C=CC(P(C2C=CC=CC=2)[C-]2C=CC=C2)=CC=1.Cl[Pd]Cl.[Fe+2].O. The product is [C:12]([N:8]1[C:9]2[C:4](=[C:3]([O:16][C:17]3[CH:22]=[CH:21][CH:20]=[CH:19][C:18]=3[F:23])[C:2]([C:44]3[CH:45]=[N:46][N:47]([CH:49]4[CH2:50][CH2:51][N:52]([C:55]([O:57][C:58]([CH3:61])([CH3:60])[CH3:59])=[O:56])[CH2:53][CH2:54]4)[CH:48]=3)=[CH:11][CH:10]=2)[CH2:5][CH2:6][C@@H:7]1[CH3:15])(=[O:14])[CH3:13]. The yield is 0.850. (5) The reactants are Br[C:2]1[CH:3]=[CH:4][C:5]2[C:11]3[N:12]=[C:13]([N:15]4[C:19]([CH3:21])([CH3:20])[C:18](=[O:22])[NH:17][C:16]4=[O:23])[S:14][C:10]=3[CH2:9][CH2:8][O:7][C:6]=2[CH:24]=1.CC1(C)C(C)(C)OB([C:33]2[CH2:38][CH2:37][N:36]([C:39]([O:41][C:42]([CH3:45])([CH3:44])[CH3:43])=[O:40])[CH2:35][CH:34]=2)O1. No catalyst specified. The product is [CH3:20][C:19]1([CH3:21])[N:15]([C:13]2[S:14][C:10]3[CH2:9][CH2:8][O:7][C:6]4[CH:24]=[C:2]([C:33]5[CH2:38][CH2:37][N:36]([C:39]([O:41][C:42]([CH3:45])([CH3:44])[CH3:43])=[O:40])[CH2:35][CH:34]=5)[CH:3]=[CH:4][C:5]=4[C:11]=3[N:12]=2)[C:16](=[O:23])[NH:17][C:18]1=[O:22]. The yield is 0.190. (6) The reactants are Br[C:2]1[CH:3]=[C:4]([CH3:10])[C:5]([O:8][CH3:9])=[N:6][CH:7]=1.[C:11]([Cu])#[N:12]. The catalyst is CN(C=O)C.CCOC(C)=O. The product is [C:11]([C:2]1[CH:3]=[C:4]([CH3:10])[C:5]([O:8][CH3:9])=[N:6][CH:7]=1)#[N:12]. The yield is 0.930. (7) The reactants are [CH3:1][O:2][C:3]1[CH:4]=[C:5]2[C:10](=[CH:11][CH:12]=1)[CH:9]([CH2:13][C:14]1[CH:19]=[CH:18][C:17]([O:20][CH2:21][C:22]3[CH:27]=[CH:26][CH:25]=[CH:24][CH:23]=3)=[CH:16][CH:15]=1)[NH:8][CH2:7][CH2:6]2.F[C:29]1[CH:34]=[CH:33][C:32]([N+:35]([O-:37])=[O:36])=[CH:31][CH:30]=1.C([O-])([O-])=O.[K+].[K+].O. The catalyst is CS(C)=O. The product is [CH3:1][O:2][C:3]1[CH:4]=[C:5]2[C:10](=[CH:11][CH:12]=1)[CH:9]([CH2:13][C:14]1[CH:19]=[CH:18][C:17]([O:20][CH2:21][C:22]3[CH:27]=[CH:26][CH:25]=[CH:24][CH:23]=3)=[CH:16][CH:15]=1)[N:8]([C:29]1[CH:34]=[CH:33][C:32]([N+:35]([O-:37])=[O:36])=[CH:31][CH:30]=1)[CH2:7][CH2:6]2. The yield is 0.890. (8) The reactants are FC(F)(F)S(O[C:7]1[CH:8]=[CH:9][C:10]2[CH2:16][CH:15]([CH2:17][C:18]([O:20][CH2:21][CH3:22])=[O:19])[C:14]3[CH:23]=[CH:24][CH:25]=[CH:26][C:13]=3[CH2:12][C:11]=2[CH:27]=1)(=O)=O.[O:30]1[CH2:35][CH2:34][CH2:33][CH2:32][CH:31]1[O:36][CH2:37][CH2:38][C:39]#[C:40][Sn](CCCC)(CCCC)CCCC.[Li+].[Cl-]. The catalyst is Cl[Pd](Cl)([P](C1C=CC=CC=1)(C1C=CC=CC=1)C1C=CC=CC=1)[P](C1C=CC=CC=1)(C1C=CC=CC=1)C1C=CC=CC=1.O1CCOCC1. The product is [O:30]1[CH2:35][CH2:34][CH2:33][CH2:32][CH:31]1[O:36][CH2:37][CH2:38][C:39]#[C:40][C:7]1[CH:8]=[CH:9][C:10]2[CH2:16][CH:15]([CH2:17][C:18]([O:20][CH2:21][CH3:22])=[O:19])[C:14]3[CH:23]=[CH:24][CH:25]=[CH:26][C:13]=3[CH2:12][C:11]=2[CH:27]=1. The yield is 0.830. (9) The reactants are Cl[C:2]1[N:7]=[C:6]([NH:8][C@@H:9]2[CH2:17][C@H:16]3[N:12]([CH2:13][CH2:14][CH2:15]3)[C:11]([CH3:19])([CH3:18])[CH2:10]2)[C:5]([F:20])=[CH:4][N:3]=1.[NH2:21][C:22]1[CH:23]=[CH:24][C:25]([N:35]2[CH2:40][CH2:39][N:38]([CH:41]3[CH2:44][O:43][CH2:42]3)[CH2:37][CH2:36]2)=[C:26]([N:28]2[C:32](=[O:33])[N:31]([CH3:34])[N:30]=[N:29]2)[CH:27]=1.CC1C=CC(S(O)(=O)=O)=CC=1. The catalyst is CC(O)C. The product is [CH3:18][C:11]1([CH3:19])[CH2:10][C@H:9]([NH:8][C:6]2[C:5]([F:20])=[CH:4][N:3]=[C:2]([NH:21][C:22]3[CH:23]=[CH:24][C:25]([N:35]4[CH2:40][CH2:39][N:38]([CH:41]5[CH2:44][O:43][CH2:42]5)[CH2:37][CH2:36]4)=[C:26]([N:28]4[C:32](=[O:33])[N:31]([CH3:34])[N:30]=[N:29]4)[CH:27]=3)[N:7]=2)[CH2:17][C@H:16]2[N:12]1[CH2:13][CH2:14][CH2:15]2. The yield is 0.550.